Dataset: Forward reaction prediction with 1.9M reactions from USPTO patents (1976-2016). Task: Predict the product of the given reaction. (1) Given the reactants Br[CH2:2]/[CH:3]=[CH:4]/[C:5]([NH:7][C:8]1[CH:9]=[C:10]2[C:15](=[CH:16][C:17]=1[O:18][CH2:19][CH3:20])[N:14]=[CH:13][N:12]=[C:11]2[NH:21][C:22]1[CH:27]=[CH:26][C:25]([Cl:28])=[C:24]([Cl:29])[C:23]=1[F:30])=[O:6].Cl.[O:32]1[C@H:37]2[CH2:38][NH:39][CH2:40][C@H:36]2[O:35][CH2:34][CH2:33]1.CCN(C(C)C)C(C)C.O, predict the reaction product. The product is: [Cl:29][C:24]1[C:23]([F:30])=[C:22]([NH:21][C:11]2[C:10]3[C:15](=[CH:16][C:17]([O:18][CH2:19][CH3:20])=[C:8]([NH:7][C:5](=[O:6])/[CH:4]=[CH:3]/[CH2:2][N:39]4[CH2:38][C@H:37]5[O:32][CH2:33][CH2:34][O:35][C@H:36]5[CH2:40]4)[CH:9]=3)[N:14]=[CH:13][N:12]=2)[CH:27]=[CH:26][C:25]=1[Cl:28]. (2) The product is: [NH2:1][C:4]1[CH:5]=[C:6]([CH:23]=[CH:24][CH:25]=1)[CH2:7][N:8]([C:17](=[O:22])[C:18]([F:19])([F:20])[F:21])[CH2:9][C:10]([O:12][C:13]([CH3:16])([CH3:15])[CH3:14])=[O:11]. Given the reactants [N+:1]([C:4]1[CH:5]=[C:6]([CH:23]=[CH:24][CH:25]=1)[CH2:7][N:8]([C:17](=[O:22])[C:18]([F:21])([F:20])[F:19])[CH2:9][C:10]([O:12][C:13]([CH3:16])([CH3:15])[CH3:14])=[O:11])([O-])=O.O.[Cl-].[NH4+], predict the reaction product. (3) The product is: [CH3:31][C@H:12]1[C:13](=[O:30])[N:14]([C:16]2[CH:21]=[CH:20][C:19]([N:22]3[CH2:27][CH2:26][O:25][CH2:24][C:23]3=[O:28])=[C:18]([CH3:29])[CH:17]=2)[CH2:15][C@@H:11]1[NH:10][C:7]([C:5]1[S:6][C:2]([Br:1])=[CH:3][CH:4]=1)=[O:9]. Given the reactants [Br:1][C:2]1[S:6][C:5]([C:7]([OH:9])=O)=[CH:4][CH:3]=1.[NH2:10][C@H:11]1[CH2:15][N:14]([C:16]2[CH:21]=[CH:20][C:19]([N:22]3[CH2:27][CH2:26][O:25][CH2:24][C:23]3=[O:28])=[C:18]([CH3:29])[CH:17]=2)[C:13](=[O:30])[C@@H:12]1[CH3:31].CN(C(ON1N=NC2C=CC=CC1=2)=[N+](C)C)C.[B-](F)(F)(F)F.CN1CCOCC1, predict the reaction product. (4) Given the reactants [Cl:1][CH2:2][C:3]1[CH:8]=[CH:7][C:6]([CH:9](O)[C:10]2[N:14]([CH2:15][CH3:16])[C:13]([C:17]([O:19][CH2:20][CH3:21])=[O:18])=[CH:12][C:11]=2[CH3:22])=[CH:5][CH:4]=1.FC(F)(F)C(O)=O.C([SiH](CC)CC)C.C([O-])(O)=O.[Na+], predict the reaction product. The product is: [Cl:1][CH2:2][C:3]1[CH:4]=[CH:5][C:6]([CH2:9][C:10]2[N:14]([CH2:15][CH3:16])[C:13]([C:17]([O:19][CH2:20][CH3:21])=[O:18])=[CH:12][C:11]=2[CH3:22])=[CH:7][CH:8]=1. (5) Given the reactants [NH2:1][C:2]1[C:7]([CH3:8])=[CH:6][C:5]([OH:9])=[C:4]([CH3:10])[CH:3]=1.[H-].[Na+].Br[C:14]1[S:18][N:17]=[C:16]([C:19]2[CH:24]=[CH:23][CH:22]=[CH:21][CH:20]=2)[N:15]=1, predict the reaction product. The product is: [CH3:8][C:7]1[CH:6]=[C:5]([O:9][C:14]2[S:18][N:17]=[C:16]([C:19]3[CH:24]=[CH:23][CH:22]=[CH:21][CH:20]=3)[N:15]=2)[C:4]([CH3:10])=[CH:3][C:2]=1[NH2:1]. (6) Given the reactants [CH3:1][C:2]1[C:6]([C:7]([OH:9])=O)=[C:5]([C:10]2[CH:15]=[CH:14][CH:13]=[CH:12][CH:11]=2)[O:4][N:3]=1.[NH:16]1[CH2:20][CH2:19][CH2:18][CH:17]1[CH2:21][C:22]1[CH:23]=[N:24][CH:25]=[CH:26][CH:27]=1.F[B-](F)(F)F.N1(OC(N(C)C)=[N+](C)C)C2C=CC=CC=2N=N1.C(N(C(C)C)CC)(C)C, predict the reaction product. The product is: [CH3:1][C:2]1[C:6]([C:7]([N:16]2[CH2:20][CH2:19][CH2:18][CH:17]2[CH2:21][C:22]2[CH:23]=[N:24][CH:25]=[CH:26][CH:27]=2)=[O:9])=[C:5]([C:10]2[CH:15]=[CH:14][CH:13]=[CH:12][CH:11]=2)[O:4][N:3]=1. (7) Given the reactants [F:1][C:2]([F:22])([C:15]1[CH:20]=[CH:19][C:18]([F:21])=[CH:17][CH:16]=1)[C:3]([NH:5][C:6]1[C:10]([C:11]([NH2:13])=[O:12])=[CH:9][N:8]([CH3:14])[N:7]=1)=O, predict the reaction product. The product is: [F:1][C:2]([F:22])([C:15]1[CH:20]=[CH:19][C:18]([F:21])=[CH:17][CH:16]=1)[C:3]1[N:13]=[C:11]([OH:12])[C:10]2[C:6](=[N:7][N:8]([CH3:14])[CH:9]=2)[N:5]=1.